This data is from Forward reaction prediction with 1.9M reactions from USPTO patents (1976-2016). The task is: Predict the product of the given reaction. (1) The product is: [CH2:30]([NH:29][C:27]([C:23]1[S:22][C:21]([N:18]2[CH:10]=[C:9]([C:11]3[CH:16]=[CH:15][C:14]([F:17])=[CH:13][CH:12]=3)[N:20]=[N:19]2)=[N:25][C:24]=1[CH3:26])=[O:28])[C:31]1[CH:32]=[CH:33][CH:34]=[CH:35][CH:36]=1. Given the reactants C1(C#C)C=CC=CC=1.[C:9]([C:11]1[CH:16]=[CH:15][C:14]([F:17])=[CH:13][CH:12]=1)#[CH:10].[N:18]([C:21]1[S:22][C:23]([C:27]([NH:29][CH2:30][C:31]2[CH:36]=[CH:35][CH:34]=[CH:33][CH:32]=2)=[O:28])=[C:24]([CH3:26])[N:25]=1)=[N+:19]=[N-:20], predict the reaction product. (2) Given the reactants [O:1]1CCC(C(O)=O)C1.[CH:9]1([N:15]=[C:16]=[N:17][CH:18]2[CH2:23][CH2:22][CH2:21][CH2:20][CH2:19]2)[CH2:14][CH2:13][CH2:12][CH2:11][CH2:10]1.C(N(CC)CC)C, predict the reaction product. The product is: [CH:18]1([NH:17][C:16](=[O:1])[NH:15][CH:9]2[CH2:10][CH2:11][CH2:12][CH2:13][CH2:14]2)[CH2:23][CH2:22][CH2:21][CH2:20][CH2:19]1. (3) Given the reactants [CH:1]1([C:4]2[C:12]3[C:7](=[N:8][CH:9]=[C:10]([NH2:13])[CH:11]=3)[NH:6][N:5]=2)[CH2:3][CH2:2]1.[F:14][C:15]1[C:23]([NH:24][S:25]([CH2:28][CH2:29][CH2:30][F:31])(=[O:27])=[O:26])=[CH:22][CH:21]=[C:20]([F:32])[C:16]=1[C:17](O)=[O:18].CCN=C=NCCCN(C)C.C1C=CC2N(O)N=NC=2C=1, predict the reaction product. The product is: [CH:1]1([C:4]2[C:12]3[C:7](=[N:8][CH:9]=[C:10]([NH:13][C:17](=[O:18])[C:16]4[C:20]([F:32])=[CH:21][CH:22]=[C:23]([NH:24][S:25]([CH2:28][CH2:29][CH2:30][F:31])(=[O:26])=[O:27])[C:15]=4[F:14])[CH:11]=3)[NH:6][N:5]=2)[CH2:3][CH2:2]1.